This data is from Reaction yield outcomes from USPTO patents with 853,638 reactions. The task is: Predict the reaction yield, written as a fraction of the theoretical maximum amount of product (1.0 means a 100% yield; for example, 0.34 means a 34% yield). (1) The reactants are Br[C:2]1[CH:7]=[CH:6][C:5](/[CH:8]=[CH:9]/[C:10]2[NH:11][CH:12]=[C:13]([C:15]3[CH:20]=[CH:19][C:18]([Cl:21])=[CH:17][C:16]=3[Cl:22])[N:14]=2)=[CH:4][CH:3]=1.[CH3:23][O:24][C:25]1[CH:30]=[C:29]([O:31][CH3:32])[CH:28]=[CH:27][C:26]=1B(O)O. No catalyst specified. The product is [Cl:22][C:16]1[CH:17]=[C:18]([Cl:21])[CH:19]=[CH:20][C:15]=1[C:13]1[N:14]=[C:10](/[CH:9]=[CH:8]/[C:5]2[CH:6]=[CH:7][C:2]([C:28]3[CH:27]=[CH:26][C:25]([O:24][CH3:23])=[CH:30][C:29]=3[O:31][CH3:32])=[CH:3][CH:4]=2)[NH:11][CH:12]=1. The yield is 0.490. (2) The catalyst is O. The yield is 0.630. The product is [S:1]1[CH:5]=[CH:4][CH:3]=[C:2]1[S:6]([NH:9][C:10]1[CH:11]=[C:12]([O:28][C:29]([F:32])([F:31])[F:30])[CH:13]=[C:14]2[C:18]=1[NH:17][C:16]([C:19]1[S:20][CH:21]([CH2:24][C:25]([NH2:35])=[O:27])[CH2:22][N:23]=1)=[CH:15]2)(=[O:7])=[O:8]. The reactants are [S:1]1[CH:5]=[CH:4][CH:3]=[C:2]1[S:6]([NH:9][C:10]1[CH:11]=[C:12]([O:28][C:29]([F:32])([F:31])[F:30])[CH:13]=[C:14]2[C:18]=1[NH:17][C:16]([C:19]1[S:20][CH:21]([CH2:24][C:25]([OH:27])=O)[CH2:22][N:23]=1)=[CH:15]2)(=[O:8])=[O:7].Cl.C[N:35](C)CCCN=C=NCC.CN(C)C=O. (3) The reactants are [CH:1]1[C:10]2[C:5](=[CH:6][CH:7]=[CH:8][CH:9]=2)[CH:4]=[C:3]([C:11]2[NH:15][C:14]3[CH:16]=[CH:17][CH:18]=[C:19]([C:20](O)=[O:21])[C:13]=3[N:12]=2)[N:2]=1.CN(C(ON1N=NC2C=CC=CC1=2)=[N+](C)C)C.F[P-](F)(F)(F)(F)F.Cl.[NH2:48][CH:49]([CH2:58][C:59]1[CH:64]=[C:63]([F:65])[CH:62]=[C:61]([F:66])[CH:60]=1)[C:50]([NH:52][C:53]1[NH:54][CH:55]=[CH:56][N:57]=1)=[O:51]. No catalyst specified. The product is [F:65][C:63]1[CH:64]=[C:59]([CH2:58][CH:49]([NH:48][C:20]([C:19]2[C:13]3[N:12]=[C:11]([C:3]4[N:2]=[CH:1][C:10]5[C:5]([CH:4]=4)=[CH:6][CH:7]=[CH:8][CH:9]=5)[NH:15][C:14]=3[CH:16]=[CH:17][CH:18]=2)=[O:21])[C:50](=[O:51])[NH:52][C:53]2[NH:54][CH:55]=[CH:56][N:57]=2)[CH:60]=[C:61]([F:66])[CH:62]=1. The yield is 0.220. (4) The reactants are [OH-].[Na+].[Cl:3][C:4]1[CH:5]=[C:6]([SH:11])[CH:7]=[C:8]([Cl:10])[CH:9]=1.Cl.Cl[CH2:14][C:15]1[CH:16]=[N:17][CH:18]=[CH:19][CH:20]=1.C(Cl)Cl. The catalyst is O.C(O)C. The product is [Cl:3][C:4]1[CH:5]=[C:6]([S:11][CH2:14][C:15]2[CH:16]=[N:17][CH:18]=[CH:19][CH:20]=2)[CH:7]=[C:8]([Cl:10])[CH:9]=1. The yield is 0.950. (5) The reactants are [NH:1]1[C:5]2[CH:6]=[CH:7][CH:8]=[CH:9][C:4]=2[N:3]=[C:2]1[CH2:10][N:11]([CH2:22][C:23]1[CH:30]=[CH:29][C:26]([CH:27]=O)=[CH:25][CH:24]=1)[CH:12]1[C:21]2[N:20]=[CH:19][CH:18]=[CH:17][C:16]=2[CH2:15][CH2:14][CH2:13]1.[NH:31]1[CH2:35][CH2:34][CH2:33][CH2:32]1.CC(O)=O.[BH-](OC(C)=O)(OC(C)=O)OC(C)=O.[Na+]. The catalyst is C1COCC1. The product is [NH:1]1[C:5]2[CH:6]=[CH:7][CH:8]=[CH:9][C:4]=2[N:3]=[C:2]1[CH2:10][N:11]([CH2:22][C:23]1[CH:30]=[CH:29][C:26]([CH2:27][N:31]2[CH2:35][CH2:34][CH2:33][CH2:32]2)=[CH:25][CH:24]=1)[CH:12]1[C:21]2[N:20]=[CH:19][CH:18]=[CH:17][C:16]=2[CH2:15][CH2:14][CH2:13]1. The yield is 0.960. (6) The reactants are [Cl:1][C:2]1[C:7]([Cl:8])=[CH:6][C:5]([C:9](=[O:11])[CH3:10])=[C:4]([OH:12])[C:3]=1[I:13].[C:14](=O)([O-])[O-].[K+].[K+].CI. The catalyst is CN(C)C=O.O. The product is [Cl:1][C:2]1[C:7]([Cl:8])=[CH:6][C:5]([C:9](=[O:11])[CH3:10])=[C:4]([O:12][CH3:14])[C:3]=1[I:13]. The yield is 0.840.